This data is from TCR-epitope binding with 47,182 pairs between 192 epitopes and 23,139 TCRs. The task is: Binary Classification. Given a T-cell receptor sequence (or CDR3 region) and an epitope sequence, predict whether binding occurs between them. (1) The epitope is GLCTLVAML. The TCR CDR3 sequence is CASTGLAGSWGTDTQYF. Result: 0 (the TCR does not bind to the epitope). (2) The epitope is YLQPRTFLL. The TCR CDR3 sequence is CASSGTNQNIQYF. Result: 1 (the TCR binds to the epitope). (3) The epitope is LLFNKVTLA. The TCR CDR3 sequence is CASSYGTSFSEQYF. Result: 0 (the TCR does not bind to the epitope). (4) The epitope is GILGFVFTL. The TCR CDR3 sequence is CASSMTSGSEQYF. Result: 1 (the TCR binds to the epitope). (5) The TCR CDR3 sequence is CASSDQALRDTQYF. Result: 1 (the TCR binds to the epitope). The epitope is VLAWLYAAV. (6) The epitope is HTTDPSFLGRY. The TCR CDR3 sequence is CSVEDRGSYEQYF. Result: 1 (the TCR binds to the epitope). (7) The epitope is FLNRFTTTL. The TCR CDR3 sequence is CASKPRDSGDTQYF. Result: 0 (the TCR does not bind to the epitope). (8) The epitope is TLVPQEHYV. The TCR CDR3 sequence is CASSPPESVEFF. Result: 1 (the TCR binds to the epitope).